Dataset: NCI-60 drug combinations with 297,098 pairs across 59 cell lines. Task: Regression. Given two drug SMILES strings and cell line genomic features, predict the synergy score measuring deviation from expected non-interaction effect. Drug 2: CN(CCCl)CCCl.Cl. Drug 1: C1=CC=C(C(=C1)C(C2=CC=C(C=C2)Cl)C(Cl)Cl)Cl. Cell line: UO-31. Synergy scores: CSS=-3.86, Synergy_ZIP=-0.731, Synergy_Bliss=-6.86, Synergy_Loewe=-19.5, Synergy_HSA=-12.3.